Dataset: Reaction yield outcomes from USPTO patents with 853,638 reactions. Task: Predict the reaction yield, written as a fraction of the theoretical maximum amount of product (1.0 means a 100% yield; for example, 0.34 means a 34% yield). (1) The reactants are [NH2:1][C:2]1[N:3]=[CH:4][C:5]2[CH2:11][N:10]([C:12]3[CH:13]=[C:14]([CH:18]=[CH:19][CH:20]=3)[C:15](O)=[O:16])[CH2:9][CH2:8][C:6]=2[N:7]=1.[NH2:21][C:22]1[CH:27]=[CH:26][CH:25]=[CH:24][CH:23]=1.C(N(CC)C(C)C)(C)C.CN(C(ON1N=NC2C=CC=CC1=2)=[N+](C)C)C.F[P-](F)(F)(F)(F)F. The catalyst is CN(C=O)C. The product is [NH2:1][C:2]1[N:3]=[CH:4][C:5]2[CH2:11][N:10]([C:12]3[CH:13]=[C:14]([CH:18]=[CH:19][CH:20]=3)[C:15]([NH:21][C:22]3[CH:27]=[CH:26][CH:25]=[CH:24][CH:23]=3)=[O:16])[CH2:9][CH2:8][C:6]=2[N:7]=1. The yield is 0.750. (2) The reactants are [Cl:1][C:2]1[CH:8]=[C:7]([Cl:9])[CH:6]=[C:5]([F:10])[C:3]=1[NH2:4].CN(C=O)C.[C:16](Cl)(Cl)=[S:17]. The catalyst is C1(C)C=CC=CC=1. The product is [Cl:1][C:2]1[CH:8]=[C:7]([Cl:9])[CH:6]=[C:5]([F:10])[C:3]=1[N:4]=[C:16]=[S:17]. The yield is 0.660. (3) The reactants are [N+:1]([C:4]1[CH:5]=[C:6]([N:17]2[CH2:22][CH2:21][N:20]([C:23]([O:25][C:26]([CH3:29])([CH3:28])[CH3:27])=[O:24])[CH2:19][CH2:18]2)[CH:7]=[CH:8][C:9]=1[S:10][C:11]1[CH:16]=[CH:15][CH:14]=[CH:13][CH:12]=1)([O-])=O.O.NN. The catalyst is CCO.C1COCC1.[Ni]. The product is [NH2:1][C:4]1[CH:5]=[C:6]([N:17]2[CH2:18][CH2:19][N:20]([C:23]([O:25][C:26]([CH3:29])([CH3:28])[CH3:27])=[O:24])[CH2:21][CH2:22]2)[CH:7]=[CH:8][C:9]=1[S:10][C:11]1[CH:12]=[CH:13][CH:14]=[CH:15][CH:16]=1. The yield is 0.920. (4) The reactants are [C:1]([C:5]1[CH:9]=[C:8]([NH2:10])[N:7]([CH3:11])[N:6]=1)([CH3:4])([CH3:3])[CH3:2].C(=O)([O-])O.[Na+].Cl[C:18]([O:20][C:21]1[CH:26]=[CH:25][CH:24]=[CH:23][CH:22]=1)=[O:19].[Cl-].[NH4+]. The catalyst is C1COCC1. The product is [C:1]([C:5]1[CH:9]=[C:8]([NH:10][C:18](=[O:19])[O:20][C:21]2[CH:26]=[CH:25][CH:24]=[CH:23][CH:22]=2)[N:7]([CH3:11])[N:6]=1)([CH3:4])([CH3:2])[CH3:3]. The yield is 0.740. (5) The reactants are [C:1]([NH:5][C:6]([C:8]1[C:16]2[C:11](=[N:12][CH:13]=[C:14]([NH:17][C:18]3[S:22][N:21]=[C:20]([CH3:23])[CH:19]=3)[N:15]=2)[N:10](COCC[Si](C)(C)C)[CH:9]=1)=[O:7])([CH3:4])([CH3:3])[CH3:2].FC(F)(F)C(O)=O. The catalyst is ClCCl.CO.[OH-].[NH4+]. The product is [C:1]([NH:5][C:6]([C:8]1[C:16]2[C:11](=[N:12][CH:13]=[C:14]([NH:17][C:18]3[S:22][N:21]=[C:20]([CH3:23])[CH:19]=3)[N:15]=2)[NH:10][CH:9]=1)=[O:7])([CH3:4])([CH3:3])[CH3:2]. The yield is 0.784. (6) The product is [Br:21][CH2:22][C:23]([NH:6][C:5]1[CH:7]=[CH:8][CH:9]=[C:3]([C:2]([F:10])([F:11])[F:1])[CH:4]=1)=[O:24]. The catalyst is ClCCl. The reactants are [F:1][C:2]([F:11])([F:10])[C:3]1[CH:4]=[C:5]([CH:7]=[CH:8][CH:9]=1)[NH2:6].CCN(C(C)C)C(C)C.[Br:21][CH2:22][C:23](Cl)=[O:24]. The yield is 0.640.